Predict the reactants needed to synthesize the given product. From a dataset of Full USPTO retrosynthesis dataset with 1.9M reactions from patents (1976-2016). (1) The reactants are: [C:1](Cl)(=[O:4])[CH2:2][CH3:3].[Cl-].[Al+3].[Cl-].[Cl-].[Cl:10][C:11]1[CH:12]=[C:13]([O:17][CH3:18])[CH:14]=[CH:15][CH:16]=1. Given the product [Cl:10][C:11]1[CH:12]=[C:13]([O:17][CH3:18])[CH:14]=[CH:15][C:16]=1[C:1](=[O:4])[CH2:2][CH3:3], predict the reactants needed to synthesize it. (2) Given the product [Cl:1][C:2]1[CH:3]=[CH:4][C:5]([N:29]2[CH:33]=[N:32][N:31]=[N:30]2)=[C:6]([C:8]2[CH:13]=[CH:12][N:11]([CH2:14][C:15]([O:17][CH2:18][C:19]([C:21]3[CH:26]=[CH:25][C:24]([NH:27][C:44]([O:46][CH3:47])=[O:45])=[CH:23][N:22]=3)=[O:20])=[O:16])[C:10](=[O:28])[CH:9]=2)[CH:7]=1, predict the reactants needed to synthesize it. The reactants are: [Cl:1][C:2]1[CH:3]=[CH:4][C:5]([N:29]2[CH:33]=[N:32][N:31]=[N:30]2)=[C:6]([C:8]2[CH:13]=[CH:12][N:11]([CH2:14][C:15]([O:17][CH2:18][C:19]([C:21]3[CH:26]=[CH:25][C:24]([NH2:27])=[CH:23][N:22]=3)=[O:20])=[O:16])[C:10](=[O:28])[CH:9]=2)[CH:7]=1.C(N(C(C)C)CC)(C)C.Cl[C:44]([O:46][CH3:47])=[O:45].